The task is: Predict the product of the given reaction.. This data is from Forward reaction prediction with 1.9M reactions from USPTO patents (1976-2016). (1) The product is: [C:11]1([C:9]2[S:10][C:6]([C:4]([OH:5])=[O:3])=[C:7]([C:17]([F:18])([F:19])[F:20])[N:8]=2)[CH:12]=[CH:13][CH:14]=[CH:15][CH:16]=1. Given the reactants C([O:3][C:4]([C:6]1[S:10][C:9]([C:11]2[CH:16]=[CH:15][CH:14]=[CH:13][CH:12]=2)=[N:8][C:7]=1[C:17]([F:20])([F:19])[F:18])=[O:5])C.[Li+].[OH-].Cl, predict the reaction product. (2) Given the reactants [C:1]([C:3]1[CH:8]=[CH:7][C:6]([N:9]2[CH2:13][CH2:12][C@H:11]([O:14][C:15]3[CH:16]=[C:17]([CH:21]=[CH:22][CH:23]=3)[C:18]([OH:20])=O)[CH2:10]2)=[CH:5][CH:4]=1)#[N:2].C(Cl)CCl.C1C=CC2N(O)N=NC=2C=1.[CH3:38][N:39]1[CH2:44][CH2:43][C:42]2[N:45]=[C:46]([NH2:48])[S:47][C:41]=2[CH2:40]1, predict the reaction product. The product is: [C:1]([C:3]1[CH:8]=[CH:7][C:6]([N:9]2[CH2:13][CH2:12][C@H:11]([O:14][C:15]3[CH:16]=[C:17]([CH:21]=[CH:22][CH:23]=3)[C:18]([NH:48][C:46]3[S:47][C:41]4[CH2:40][N:39]([CH3:38])[CH2:44][CH2:43][C:42]=4[N:45]=3)=[O:20])[CH2:10]2)=[CH:5][CH:4]=1)#[N:2]. (3) Given the reactants Cl.[F:2][C:3]1[CH:8]=[CH:7][C:6]([C:9]2[CH2:10][CH2:11][NH:12][CH2:13][CH:14]=2)=[CH:5][CH:4]=1.Br[CH2:16][CH2:17][CH2:18][C:19]1[CH:32]=[CH:31][C:30]2[NH:29][C:28](=[O:33])[C:27]3[C:22](=[CH:23][CH:24]=[CH:25][CH:26]=3)[C:21]=2[CH:20]=1.C(N(CC)CC)C.O, predict the reaction product. The product is: [F:2][C:3]1[CH:8]=[CH:7][C:6]([C:9]2[CH2:14][CH2:13][N:12]([CH2:16][CH2:17][CH2:18][C:19]3[CH:32]=[CH:31][C:30]4[NH:29][C:28](=[O:33])[C:27]5[C:22](=[CH:23][CH:24]=[CH:25][CH:26]=5)[C:21]=4[CH:20]=3)[CH2:11][CH:10]=2)=[CH:5][CH:4]=1. (4) Given the reactants Br[C:2]1[CH:10]=[CH:9][CH:8]=[C:7]2[C:3]=1[C:4]1([C:15]3=[N:16][C:17]([O:20][CH3:21])=[CH:18][CH:19]=[C:14]3[O:13][CH2:12]1)[C:5](=[O:11])[NH:6]2.COC1N=C2C3(COC2=CC=1)C1C(=CC=CC=1)NC3=O.ClCC1N=C(C(C)C)SC=1.Cl[CH2:53][C:54]1[S:58][C:57]([Cl:59])=[CH:56][CH:55]=1, predict the reaction product. The product is: [Cl:59][C:57]1[S:58][C:54]([CH2:53][N:6]2[C:7]3[C:3](=[CH:2][CH:10]=[CH:9][CH:8]=3)[C:4]3([C:15]4=[N:16][C:17]([O:20][CH3:21])=[CH:18][CH:19]=[C:14]4[O:13][CH2:12]3)[C:5]2=[O:11])=[CH:55][CH:56]=1. (5) The product is: [C:2]([C:4]1[CH:18]=[CH:17][C:7]([C:8]([NH:10][CH:11]2[CH2:16][CH2:15][N:14]([CH2:34][CH:32]([OH:33])[C:23]3[C:22]([CH3:21])=[C:30]4[C:26](=[CH:25][CH:24]=3)[C:27](=[O:31])[O:28][CH2:29]4)[CH2:13][CH2:12]2)=[O:9])=[CH:6][C:5]=1[O:19][CH3:20])#[N:3]. Given the reactants Cl.[C:2]([C:4]1[CH:18]=[CH:17][C:7]([C:8]([NH:10][CH:11]2[CH2:16][CH2:15][NH:14][CH2:13][CH2:12]2)=[O:9])=[CH:6][C:5]=1[O:19][CH3:20])#[N:3].[CH3:21][C:22]1[C:30]2[CH2:29][O:28][C:27](=[O:31])[C:26]=2[CH:25]=[CH:24][C:23]=1[CH:32]1[CH2:34][O:33]1, predict the reaction product. (6) Given the reactants Cl[C:2]1[CH:7]=[C:6]([CH3:8])[C:5]([N+:9]([O-:11])=[O:10])=[CH:4][N:3]=1.C([O-])([O-])=O.[Cs+].[Cs+].[F:18][C:19]1([F:23])[CH2:22][NH:21][CH2:20]1, predict the reaction product. The product is: [F:18][C:19]1([F:23])[CH2:22][N:21]([C:2]2[CH:7]=[C:6]([CH3:8])[C:5]([N+:9]([O-:11])=[O:10])=[CH:4][N:3]=2)[CH2:20]1. (7) Given the reactants [CH:1]1([CH:6]([N:10]2[CH:14]=[C:13]([C:15]3[C:16]4[CH:25]=[CH:24][NH:23][C:17]=4[N:18]=[C:19]([O:21][CH3:22])[N:20]=3)[CH:12]=[N:11]2)[CH2:7][C:8]#[N:9])[CH2:5][CH2:4][CH2:3][CH2:2]1.[I:26]N1C(=O)CCC1=O, predict the reaction product. The product is: [CH:1]1([C@H:6]([N:10]2[CH:14]=[C:13]([C:15]3[C:16]4[C:25]([I:26])=[CH:24][NH:23][C:17]=4[N:18]=[C:19]([O:21][CH3:22])[N:20]=3)[CH:12]=[N:11]2)[CH2:7][C:8]#[N:9])[CH2:5][CH2:4][CH2:3][CH2:2]1.